This data is from Catalyst prediction with 721,799 reactions and 888 catalyst types from USPTO. The task is: Predict which catalyst facilitates the given reaction. (1) Reactant: C(N(CC)C(C)C)(C)C.Cl.[C:11]([N:15]1[CH2:19][C@@H:18]([C:20]2[CH:25]=[CH:24][C:23]([F:26])=[CH:22][C:21]=2[F:27])[C@H:17](C(O)=O)[CH2:16]1)([CH3:14])([CH3:13])[CH3:12].Cl.[Cl:32][C:33]1[CH:34]=[CH:35][C:36]([C:44]2[CH2:45][CH2:46][NH:47][CH2:48][CH:49]=2)=[C:37]([CH2:39][C:40]([O:42][CH3:43])=[O:41])[CH:38]=1.F[P-](F)(F)(F)(F)F.N1([O:66][C:67](N(C)C)=[N+](C)C)C2N=CC=CC=2N=N1.ON1C2N=CC=CC=2N=N1.C(=O)(O)[O-].[Na+]. Product: [C:11]([N:15]1[CH2:19][C@@H:18]([C:20]2[CH:25]=[CH:24][C:23]([F:26])=[CH:22][C:21]=2[F:27])[C@H:17]([C:67]([N:47]2[CH2:46][CH:45]=[C:44]([C:36]3[CH:35]=[CH:34][C:33]([Cl:32])=[CH:38][C:37]=3[CH2:39][C:40]([O:42][CH3:43])=[O:41])[CH2:49][CH2:48]2)=[O:66])[CH2:16]1)([CH3:12])([CH3:14])[CH3:13]. The catalyst class is: 9. (2) The catalyst class is: 789. Product: [CH2:16]([O:15][C:13]([CH:12]1[CH2:7][CH:6]1[C:5]1[CH:8]=[CH:9][C:2]([F:1])=[CH:3][CH:4]=1)=[O:14])[CH3:17]. Reactant: [F:1][C:2]1[CH:9]=[CH:8][C:5]([CH:6]=[CH2:7])=[CH:4][CH:3]=1.[N+](=[CH:12][C:13]([O:15][CH2:16][CH3:17])=[O:14])=[N-]. (3) Reactant: [Br:1][C:2]1[CH:3]=[CH:4][C:5]([O:11][CH2:12][C:13]2[CH:18]=[CH:17][CH:16]=[CH:15][CH:14]=2)=[C:6]([CH:10]=1)[C:7]([OH:9])=O.[N:19]1[CH:24]=[CH:23][CH:22]=[C:21]([NH2:25])[N:20]=1. Product: [Br:1][C:2]1[CH:3]=[CH:4][C:5]([O:11][CH2:12][C:13]2[CH:18]=[CH:17][CH:16]=[CH:15][CH:14]=2)=[C:6]([CH:10]=1)[C:7]([NH:25][C:21]1[N:20]=[N:19][CH:24]=[CH:23][CH:22]=1)=[O:9]. The catalyst class is: 1.